From a dataset of NCI-60 drug combinations with 297,098 pairs across 59 cell lines. Regression. Given two drug SMILES strings and cell line genomic features, predict the synergy score measuring deviation from expected non-interaction effect. (1) Drug 1: CNC(=O)C1=NC=CC(=C1)OC2=CC=C(C=C2)NC(=O)NC3=CC(=C(C=C3)Cl)C(F)(F)F. Drug 2: C(CN)CNCCSP(=O)(O)O. Cell line: SN12C. Synergy scores: CSS=-13.4, Synergy_ZIP=6.60, Synergy_Bliss=-2.68, Synergy_Loewe=-14.4, Synergy_HSA=-15.3. (2) Drug 1: C1CCC(C(C1)N)N.C(=O)(C(=O)[O-])[O-].[Pt+4]. Drug 2: B(C(CC(C)C)NC(=O)C(CC1=CC=CC=C1)NC(=O)C2=NC=CN=C2)(O)O. Cell line: COLO 205. Synergy scores: CSS=66.1, Synergy_ZIP=-1.50, Synergy_Bliss=-1.71, Synergy_Loewe=2.96, Synergy_HSA=5.39.